Dataset: HIV replication inhibition screening data with 41,000+ compounds from the AIDS Antiviral Screen. Task: Binary Classification. Given a drug SMILES string, predict its activity (active/inactive) in a high-throughput screening assay against a specified biological target. (1) The drug is O=[N+]([O-])C(=C(c1ccccc1)c1ccccc1)[N+](=O)[O-]. The result is 0 (inactive). (2) The result is 0 (inactive). The compound is ClC1=NN=C(c2c[nH]c3ccccc23)CC1NCc1ccccc1. (3) The drug is Cc1cc(C)c2c(c1)NS(=O)S2. The result is 0 (inactive).